Dataset: Reaction yield outcomes from USPTO patents with 853,638 reactions. Task: Predict the reaction yield, written as a fraction of the theoretical maximum amount of product (1.0 means a 100% yield; for example, 0.34 means a 34% yield). (1) The reactants are [C:1]([O:5][C:6]([N:8]1[CH2:13][CH2:12][C@@H:11]([N:14]=[N+:15]=[N-:16])[C@H:10]([OH:17])[CH2:9]1)=[O:7])([CH3:4])([CH3:3])[CH3:2].I[CH3:19].[H-].[Na+]. The catalyst is C1COCC1. The product is [N:14]([C@@H:11]1[CH2:12][CH2:13][N:8]([C:6]([O:5][C:1]([CH3:4])([CH3:2])[CH3:3])=[O:7])[CH2:9][C@H:10]1[O:17][CH3:19])=[N+:15]=[N-:16]. The yield is 0.920. (2) The reactants are [CH2:1]([O:3][CH2:4][C:5]1[N:6]=[C:7]([CH3:27])[NH:8][C:9](=[O:26])[C:10]=1[CH2:11][C:12]1[CH:17]=[CH:16][C:15]([C:18]2[C:19]([C:24]#[N:25])=[CH:20][CH:21]=[CH:22][CH:23]=2)=[CH:14][CH:13]=1)[CH3:2].[O:28]1[C:32]2[CH:33]=[CH:34][C:35](B(O)O)=[CH:36][C:31]=2[CH2:30][CH2:29]1.[N:40]1C=CC=CC=1.C(N(CC)CC)C.[C:53]([O:56]CC)(=[O:55])C. The catalyst is C([O-])(=O)C.[Cu+2].C([O-])(=O)C.ClCCl. The product is [O:28]1[C:32]2[CH:33]=[CH:34][C:35]([N:8]3[C:9](=[O:26])[C:10]([CH2:11][C:12]4[CH:17]=[CH:16][C:15]([C:18]5[CH:23]=[CH:22][CH:21]=[CH:20][C:19]=5[C:24]5[NH:40][C:53](=[O:55])[O:56][N:25]=5)=[CH:14][CH:13]=4)=[C:5]([CH2:4][O:3][CH2:1][CH3:2])[N:6]=[C:7]3[CH3:27])=[CH:36][C:31]=2[CH2:30][CH2:29]1. The yield is 0.620.